Dataset: Forward reaction prediction with 1.9M reactions from USPTO patents (1976-2016). Task: Predict the product of the given reaction. (1) Given the reactants [CH2:1]1[C:16]2[C:15]3[C:14]4[CH:13]=[CH:12][CH:11]=[CH:10][C:9]=4[NH:8][C:7]=3[CH:6]=[CH:5][C:4]=2[C:3](=[O:17])[CH2:2]1.[Al+3].[Cl-].[Cl-].[Cl-].[C:22](Cl)([CH3:24])=[O:23], predict the reaction product. The product is: [C:22]([C:12]1[CH:11]=[CH:10][C:9]2[NH:8][C:7]3[CH:6]=[CH:5][C:4]4[C:3](=[O:17])[CH2:2][CH2:1][C:16]=4[C:15]=3[C:14]=2[CH:13]=1)(=[O:23])[CH3:24]. (2) Given the reactants [N+:1]([C:4]1[CH:5]=[CH:6][C:7]2[NH:12][CH2:11][CH2:10][O:9][C:8]=2[CH:13]=1)([O-:3])=[O:2].[H-].[Na+].Cl.Cl[CH2:18][CH2:19][N:20]([CH3:22])[CH3:21].O, predict the reaction product. The product is: [CH3:21][N:20]([CH3:22])[CH2:19][CH2:18][N:12]1[CH2:11][CH2:10][O:9][C:8]2[CH:13]=[C:4]([N+:1]([O-:3])=[O:2])[CH:5]=[CH:6][C:7]1=2. (3) Given the reactants [CH3:1][N:2]1[C:10]2[CH:9]=[C:8]([N:11]3[CH:16]=[CH:15][C:14]([C:17]4[CH:22]=[CH:21][C:20]([C:23]([F:26])([F:25])[F:24])=[CH:19][N:18]=4)=[CH:13][C:12]3=[O:27])[CH:7]=[CH:6][C:5]=2[C:4]2[CH2:28][N:29](C(OC(C)(C)C)=O)[CH2:30][CH2:31][CH2:32][C:3]1=2.CO.C(Cl)[Cl:43].Cl, predict the reaction product. The product is: [ClH:43].[CH3:1][N:2]1[C:10]2[CH:9]=[C:8]([N:11]3[CH:16]=[CH:15][C:14]([C:17]4[CH:22]=[CH:21][C:20]([C:23]([F:24])([F:25])[F:26])=[CH:19][N:18]=4)=[CH:13][C:12]3=[O:27])[CH:7]=[CH:6][C:5]=2[C:4]2[CH2:28][NH:29][CH2:30][CH2:31][CH2:32][C:3]1=2. (4) Given the reactants [NH2:1][C:2]1[CH:13]=[CH:12][C:5]2[NH:6][C:7](=[O:11])[CH2:8][CH2:9][CH2:10][C:4]=2[CH:3]=1.[C:14]([O:19][CH2:20][C@@H:21]1[O:23][CH2:22]1)(=[O:18])[CH2:15][CH2:16][CH3:17].Cl([O-])(=O)(=O)=O.[Li+], predict the reaction product. The product is: [OH:23][C@H:21]([CH2:22][NH:1][C:2]1[CH:13]=[CH:12][C:5]2[NH:6][C:7](=[O:11])[CH2:8][CH2:9][CH2:10][C:4]=2[CH:3]=1)[CH2:20][O:19][C:14](=[O:18])[CH2:15][CH2:16][CH3:17]. (5) Given the reactants C([O:3][CH:4](OCC)[CH2:5][O:6][C:7]1[CH:8]=[C:9]([CH:32]=[CH:33][CH:34]=1)[CH2:10][N:11]1[CH2:31][CH2:30][C:14]2([O:19][CH2:18][CH2:17][N:16]([C:20]([C:22]3[N:23]=[C:24]([CH:27]([CH3:29])[CH3:28])[S:25][CH:26]=3)=[O:21])[CH2:15]2)[CH2:13][CH2:12]1)C.O, predict the reaction product. The product is: [CH:27]([C:24]1[S:25][CH:26]=[C:22]([C:20]([N:16]2[CH2:15][C:14]3([CH2:13][CH2:12][N:11]([CH2:10][C:9]4[CH:8]=[C:7]([CH:34]=[CH:33][CH:32]=4)[O:6][CH2:5][CH:4]=[O:3])[CH2:31][CH2:30]3)[O:19][CH2:18][CH2:17]2)=[O:21])[N:23]=1)([CH3:29])[CH3:28]. (6) The product is: [ClH:24].[F:1][C@@H:2]1[C@@H:7]([C:8]2[CH:13]=[CH:12][C:11]([O:14][CH3:15])=[C:10]([F:16])[CH:9]=2)[CH2:6][CH2:5][NH:4][CH2:3]1. Given the reactants [F:1][C@@H:2]1[C@@H:7]([C:8]2[CH:13]=[CH:12][C:11]([O:14][CH3:15])=[C:10]([F:16])[CH:9]=2)[CH2:6][CH2:5][N:4](C(OC(C)(C)C)=O)[CH2:3]1.[ClH:24], predict the reaction product. (7) Given the reactants [Cl:1][C:2]1[C:7]2[S:8][C:9]([C:11]3[C:16]([Cl:17])=[CH:15][C:14](I)=[CH:13][C:12]=3[Cl:19])=[N:10][C:6]=2[C:5]([F:20])=[CH:4][N:3]=1.[C:21](=[O:28])([O:23][C:24]([CH3:27])([CH3:26])[CH3:25])[NH2:22].CC1(C)C2C(=C(P(C3C=CC=CC=3)C3C=CC=CC=3)C=CC=2)OC2C(P(C3C=CC=CC=3)C3C=CC=CC=3)=CC=CC1=2.[O-]P([O-])([O-])=O.[K+].[K+].[K+], predict the reaction product. The product is: [C:24]([O:23][C:21](=[O:28])[NH:22][C:14]1[CH:15]=[C:16]([Cl:17])[C:11]([C:9]2[S:8][C:7]3[C:2]([Cl:1])=[N:3][CH:4]=[C:5]([F:20])[C:6]=3[N:10]=2)=[C:12]([Cl:19])[CH:13]=1)([CH3:27])([CH3:26])[CH3:25]. (8) The product is: [Br:27][C:28]1[CH:33]=[CH:32][C:31]([O:15][CH:16]2[CH2:17][CH2:18][CH:19]([C:22]([O:24][CH2:25][CH3:26])=[O:23])[CH2:20][CH2:21]2)=[CH:30][CH:29]=1. Given the reactants N(C(OC(C)C)=O)=NC(OC(C)C)=O.[OH:15][CH:16]1[CH2:21][CH2:20][CH:19]([C:22]([O:24][CH2:25][CH3:26])=[O:23])[CH2:18][CH2:17]1.[Br:27][C:28]1[CH:33]=[CH:32][C:31](O)=[CH:30][CH:29]=1.C1(P(C2C=CC=CC=2)C2C=CC=CC=2)C=CC=CC=1, predict the reaction product.